From a dataset of Experimentally validated miRNA-target interactions with 360,000+ pairs, plus equal number of negative samples. Binary Classification. Given a miRNA mature sequence and a target amino acid sequence, predict their likelihood of interaction. The miRNA is hsa-miR-556-3p with sequence AUAUUACCAUUAGCUCAUCUUU. The protein sequence of the target gene is MAASAFAGAVRAASGILRPLNILASSTYRNCVKNASLISALSTGRFSHIQTPVVSSTPRLTTSERNLTCGHTSVILNRMAPVLPSVLKLPVRSLTYFSARKGKRKTVKAVIDRFLRLHCGLWVRRKAGYKKKLWKKTPARKKRLREFVFCNKTQSKLLDKMTTSFWKRRNWYVDDPYQKYHDRTNLKV. Result: 1 (interaction).